Predict the reaction yield, written as a fraction of the theoretical maximum amount of product (1.0 means a 100% yield; for example, 0.34 means a 34% yield). From a dataset of Reaction yield outcomes from USPTO patents with 853,638 reactions. (1) The reactants are [Cl:1][C:2]1[CH:7]=[CH:6][C:5]([N:8]=[C:9]=[O:10])=[CH:4][C:3]=1[C:11]([F:14])([F:13])[F:12].[CH3:15][NH:16][C:17]([C:19]1[CH:24]=[C:23]([O:25][C:26]2[CH:32]=[CH:31][C:29]([NH2:30])=[CH:28][CH:27]=2)[CH:22]=[CH:21][N:20]=1)=[O:18]. No catalyst specified. The product is [Cl:1][C:2]1[CH:7]=[CH:6][C:5]([NH:8][C:9]([NH:30][C:29]2[CH:28]=[CH:27][C:26]([O:25][C:23]3[CH:22]=[CH:21][N:20]=[C:19]([C:17](=[O:18])[NH:16][CH3:15])[CH:24]=3)=[CH:32][CH:31]=2)=[O:10])=[CH:4][C:3]=1[C:11]([F:12])([F:13])[F:14]. The yield is 0.930. (2) The reactants are Cl[C:2]1[C:11]2[C:6](=[CH:7][CH:8]=[CH:9][C:10]=2[F:12])[N:5]=[CH:4][N:3]=1.[NH2:13][C:14]1[CH:19]=[CH:18][C:17]([OH:20])=[C:16]([Cl:21])[CH:15]=1.O.C(OCC)(=O)C. The catalyst is C(O)(C)C. The product is [Cl:21][C:16]1[CH:15]=[C:14]([NH:13][C:2]2[C:11]3[C:6](=[CH:7][CH:8]=[CH:9][C:10]=3[F:12])[N:5]=[CH:4][N:3]=2)[CH:19]=[CH:18][C:17]=1[OH:20]. The yield is 0.850.